Dataset: Forward reaction prediction with 1.9M reactions from USPTO patents (1976-2016). Task: Predict the product of the given reaction. (1) The product is: [CH3:1][C:2]1[CH:9]=[CH:8][CH:7]=[CH:6][C:3]=1[CH2:4][NH:10][C:11]1[CH:12]=[C:13]([CH:26]=[C:27]([O:29][CH2:30][CH2:31][C:32]2[S:36][CH:35]=[N:34][C:33]=2[CH3:37])[CH:28]=1)[C:14]([NH:16][C:17]1[CH:22]=[CH:21][C:20]([C:23]([OH:25])=[O:24])=[CH:19][N:18]=1)=[O:15]. Given the reactants [CH3:1][C:2]1[CH:9]=[CH:8][CH:7]=[CH:6][C:3]=1[CH:4]=O.[NH2:10][C:11]1[CH:12]=[C:13]([CH:26]=[C:27]([O:29][CH2:30][CH2:31][C:32]2[S:36][CH:35]=[N:34][C:33]=2[CH3:37])[CH:28]=1)[C:14]([NH:16][C:17]1[CH:22]=[CH:21][C:20]([C:23]([OH:25])=[O:24])=[CH:19][N:18]=1)=[O:15].C([BH3-])#N.[Na+], predict the reaction product. (2) Given the reactants C([Si](C)(C)[O:6][CH:7]([C:17]1[C:18]([CH3:50])=[N:19][O:20][C:21]=1[C:22]1[CH:27]=[CH:26][C:25]([C:28]2[CH:33]=[CH:32][C:31]([C:34]3([C:37]([NH:39][S:40]([C:43]4[CH:48]=[CH:47][C:46]([CH3:49])=[CH:45][CH:44]=4)(=[O:42])=[O:41])=[O:38])[CH2:36][CH2:35]3)=[CH:30][CH:29]=2)=[CH:24][CH:23]=1)[CH2:8][CH2:9][CH2:10][C:11]1[CH:16]=[CH:15][CH:14]=[CH:13][CH:12]=1)(C)(C)C.[F-].C([N+](CCCC)(CCCC)CCCC)CCC, predict the reaction product. The product is: [OH:6][CH:7]([C:17]1[C:18]([CH3:50])=[N:19][O:20][C:21]=1[C:22]1[CH:27]=[CH:26][C:25]([C:28]2[CH:33]=[CH:32][C:31]([C:34]3([C:37]([NH:39][S:40]([C:43]4[CH:48]=[CH:47][C:46]([CH3:49])=[CH:45][CH:44]=4)(=[O:41])=[O:42])=[O:38])[CH2:36][CH2:35]3)=[CH:30][CH:29]=2)=[CH:24][CH:23]=1)[CH2:8][CH2:9][CH2:10][C:11]1[CH:16]=[CH:15][CH:14]=[CH:13][CH:12]=1. (3) Given the reactants [N:1]1[CH:6]=[CH:5][C:4]([C@@H:7]2[NH:11][C@H:10]([C:12]([OH:14])=[O:13])[CH2:9][CH2:8]2)=[CH:3][CH:2]=1.C(N(CC)CC)C.O=C1CCC(=O)N1[O:29][C:30](=O)[O:31][CH2:32][C:33]1[CH:38]=[CH:37][CH:36]=[CH:35][CH:34]=1, predict the reaction product. The product is: [CH2:32]([O:31][C:30]([N:11]1[C@@H:7]([C:4]2[CH:5]=[CH:6][N:1]=[CH:2][CH:3]=2)[CH2:8][CH2:9][C@H:10]1[C:12]([OH:14])=[O:13])=[O:29])[C:33]1[CH:38]=[CH:37][CH:36]=[CH:35][CH:34]=1. (4) Given the reactants [CH3:1][O:2][C:3]1[C:4]([CH3:39])=[C:5]([CH:36]=[CH:37][CH:38]=1)[O:6][C:7]1[C:8]([C:24]([NH:26]CC2C=CC(OC)=CC=2)=[O:25])=[C:9]([NH:15][C:16]2[CH:21]=[CH:20][C:19]([I:22])=[CH:18][C:17]=2[F:23])[N:10]([CH3:14])[C:11](=[O:13])[CH:12]=1.[Cl-].[Al+3].[Cl-].[Cl-].O.Cl, predict the reaction product. The product is: [CH3:1][O:2][C:3]1[C:4]([CH3:39])=[C:5]([CH:36]=[CH:37][CH:38]=1)[O:6][C:7]1[C:8]([C:24]([NH2:26])=[O:25])=[C:9]([NH:15][C:16]2[CH:21]=[CH:20][C:19]([I:22])=[CH:18][C:17]=2[F:23])[N:10]([CH3:14])[C:11](=[O:13])[CH:12]=1. (5) Given the reactants [O:1]=[C:2]1[CH:11]=[CH:10][C:9]2[C:4](=[CH:5][C:6]([C:12]#[N:13])=[CH:7][CH:8]=2)[NH:3]1.CS(O[CH2:19][CH2:20][N:21]1[CH2:26][CH2:25][CH:24]([NH:27][C:28]([O:30][C:31]([CH3:34])([CH3:33])[CH3:32])=[O:29])[CH:23]([F:35])[CH2:22]1)(=O)=O.[H-].[Na+], predict the reaction product. The product is: [C:12]([C:6]1[CH:5]=[C:4]2[C:9]([CH:10]=[CH:11][C:2](=[O:1])[N:3]2[CH2:19][CH2:20][N:21]2[CH2:26][CH2:25][CH:24]([NH:27][C:28](=[O:29])[O:30][C:31]([CH3:33])([CH3:32])[CH3:34])[CH:23]([F:35])[CH2:22]2)=[CH:8][CH:7]=1)#[N:13]. (6) Given the reactants [Si]([O:8][C@H:9]1[CH2:14][C@H:13]([N:15]2[CH:23]=[N:22][C:21]3[C:16]2=[N:17][CH:18]=[N:19][C:20]=3[NH2:24])[CH:12]=[CH:11][C@@H:10]1[CH2:25][O:26][Si](C(C)(C)C)(C)C)(C(C)(C)C)(C)C, predict the reaction product. The product is: [OH:8][C@H:9]1[CH2:14][C@H:13]([N:15]2[CH:23]=[N:22][C:21]3[C:16]2=[N:17][CH:18]=[N:19][C:20]=3[NH2:24])[CH:12]=[CH:11][C@@H:10]1[CH2:25][OH:26]. (7) Given the reactants [Br:1][C:2]1[CH:10]=[CH:9][C:5]([C:6](O)=O)=[CH:4][C:3]=1[CH3:11].C(Cl)(=O)C(Cl)=O.C(=O)(O)[O-].[Na+].[NH2:23][NH:24][C:25]([NH2:27])=S.[S:28](=O)(=O)(O)O, predict the reaction product. The product is: [NH2:23][N:24]1[CH2:25][N:27]=[C:6]([C:5]2[CH:9]=[CH:10][C:2]([Br:1])=[C:3]([CH3:11])[CH:4]=2)[S:28]1. (8) Given the reactants [Cl:1][C:2]1[CH:3]=[CH:4][C:5]([N:16]2[CH:20]=[N:19][N:18]=[N:17]2)=[C:6]([C:8]2[CH:13]=[C:12]([O:14]C)[N:11]=[CH:10][N:9]=2)[CH:7]=1.[Na+].[I-].C[Si](Cl)(C)C, predict the reaction product. The product is: [Cl:1][C:2]1[CH:3]=[CH:4][C:5]([N:16]2[CH:20]=[N:19][N:18]=[N:17]2)=[C:6]([C:8]2[N:9]=[CH:10][N:11]=[C:12]([OH:14])[CH:13]=2)[CH:7]=1. (9) Given the reactants [CH3:1][C:2]1[C:7]([C:8]2[CH2:9][CH2:10][N:11]([C:14]([O:16][C:17]([CH3:20])([CH3:19])[CH3:18])=[O:15])[CH2:12][CH:13]=2)=[CH:6][CH:5]=[CH:4][N:3]=1, predict the reaction product. The product is: [CH3:1][C:2]1[C:7]([CH:8]2[CH2:13][CH2:12][N:11]([C:14]([O:16][C:17]([CH3:20])([CH3:19])[CH3:18])=[O:15])[CH2:10][CH2:9]2)=[CH:6][CH:5]=[CH:4][N:3]=1. (10) Given the reactants C(OC([N:6]1[CH2:11][CH2:10][CH:9]([C:12]2[C:20]3[C:15](=[N:16][CH:17]=[CH:18][CH:19]=3)[NH:14][CH:13]=2)[CH2:8][CH2:7]1)=O)C.Br[CH2:22][C:23]1[CH:28]=[CH:27][CH:26]=[CH:25][N:24]=1, predict the reaction product. The product is: [NH:6]1[CH2:7][CH2:8][CH:9]([C:12]2[C:20]3[C:15](=[N:16][CH:17]=[CH:18][CH:19]=3)[N:14]([CH2:22][C:23]3[CH:28]=[CH:27][CH:26]=[CH:25][N:24]=3)[CH:13]=2)[CH2:10][CH2:11]1.